Predict the reactants needed to synthesize the given product. From a dataset of Full USPTO retrosynthesis dataset with 1.9M reactions from patents (1976-2016). (1) Given the product [C:37]([O:38][CH2:36][C:16]1[C:17]([N:7]2[CH2:6][C:5]3[C:9](=[CH:10][CH:11]=[C:3]([N:2]([CH3:13])[CH3:1])[CH:4]=3)[C:8]2=[O:12])=[CH:18][CH:19]=[CH:20][C:15]=1[Br:14])(=[O:40])[CH3:43], predict the reactants needed to synthesize it. The reactants are: [CH3:1][N:2]([CH3:13])[C:3]1[CH:4]=[C:5]2[C:9](=[CH:10][CH:11]=1)[C:8](=[O:12])[NH:7][CH2:6]2.[Br:14][C:15]1[C:16]([CH3:36])=[C:17](NCC2C=C(C(C)(C)C)SC=2C(OC)=O)[CH:18]=[CH:19][CH:20]=1.[C:37](=[O:40])([O-])[O-:38].[Cs+].[Cs+].[CH3:43]NCCNC. (2) Given the product [C:1]1([C:7]2([CH2:12][C:18]#[N:19])[CH2:11][CH2:10][CH2:9][CH2:8]2)[CH:6]=[CH:5][CH:4]=[CH:3][CH:2]=1, predict the reactants needed to synthesize it. The reactants are: [C:1]1([C:7]2([CH2:12]OS(C)(=O)=O)[CH2:11][CH2:10][CH2:9][CH2:8]2)[CH:6]=[CH:5][CH:4]=[CH:3][CH:2]=1.[C-:18]#[N:19].[Na+].O.